This data is from Reaction yield outcomes from USPTO patents with 853,638 reactions. The task is: Predict the reaction yield, written as a fraction of the theoretical maximum amount of product (1.0 means a 100% yield; for example, 0.34 means a 34% yield). (1) The reactants are [NH2:1][C:2]1[C:3]([O:13][CH3:14])=[N:4][C:5]2[C:10]([N:11]=1)=[CH:9][C:8]([F:12])=[CH:7][CH:6]=2.Cl[C:16]([O:18][CH2:19][CH3:20])=[O:17].N1C=CC=CC=1. The catalyst is ClCCl. The product is [F:12][C:8]1[CH:9]=[C:10]2[C:5](=[CH:6][CH:7]=1)[N:4]=[C:3]([O:13][CH3:14])[C:2]([NH:1][C:16](=[O:17])[O:18][CH2:19][CH3:20])=[N:11]2. The yield is 0.930. (2) The product is [Cl:1][C:2]1[CH:7]=[CH:6][C:5]([C:8]2[N:13]=[C:12]3[C:11]([N:26]=[C:27]([CH3:28])[N:14]3[CH2:15][C:16]3[CH:21]=[CH:20][C:19]([O:22][CH3:23])=[CH:18][C:17]=3[O:24][CH3:25])=[C:10]([C:38]([O:40][CH2:41][CH2:42][CH3:43])=[O:39])[N:9]=2)=[C:4]([F:44])[C:3]=1[O:45][CH3:46]. The yield is 0.0100. The reactants are [Cl:1][C:2]1[CH:7]=[CH:6][C:5]([C:8]2[N:13]=[C:12]([NH:14][CH2:15][C:16]3[CH:21]=[CH:20][C:19]([O:22][CH3:23])=[CH:18][C:17]=3[O:24][CH3:25])[C:11]([NH:26][CH2:27][C:28]3C=CC(OC)=CC=3OC)=[C:10]([C:38]([O:40][CH2:41][CH2:42][CH3:43])=[O:39])[N:9]=2)=[C:4]([F:44])[C:3]=1[O:45][CH3:46].FC(F)(F)C(O)=O.C(=O)C.C12(CS(O)(=O)=O)C(C)(C)C(CC1)CC2=O. The catalyst is ClCCl.O1CCOCC1. (3) The reactants are [CH:1]1([CH2:6][C@@H:7]([C:20]([NH:22][NH:23][C:24]2[C:29]([F:30])=[C:28]([N:31]3[CH2:40][CH2:39][N:38]4[C@H:33]([CH2:34][O:35][CH2:36][CH2:37]4)[CH2:32]3)[N:27]=[C:26]([CH3:41])[N:25]=2)=[O:21])[CH2:8][N:9]([O:12]CC2C=CC=CC=2)[CH:10]=[O:11])[CH2:5][CH2:4][CH2:3][CH2:2]1. The catalyst is CO.[Pd]. The product is [CH:1]1([CH2:6][C@@H:7]([C:20]([NH:22][NH:23][C:24]2[C:29]([F:30])=[C:28]([N:31]3[CH2:40][CH2:39][N:38]4[C@H:33]([CH2:34][O:35][CH2:36][CH2:37]4)[CH2:32]3)[N:27]=[C:26]([CH3:41])[N:25]=2)=[O:21])[CH2:8][N:9]([OH:12])[CH:10]=[O:11])[CH2:5][CH2:4][CH2:3][CH2:2]1. The yield is 0.780. (4) The reactants are [N:1]12[CH2:8][CH2:7][C:4]([C:9]([C:17]3[CH:22]=[CH:21][CH:20]=[CH:19][CH:18]=3)([C:11]3[CH:16]=[CH:15][CH:14]=[CH:13][CH:12]=3)[OH:10])([CH2:5][CH2:6]1)[CH2:3][CH2:2]2.[N+:23]([C:26]1[CH:31]=[CH:30][C:29]([O:32][CH2:33][CH2:34][CH2:35][Br:36])=[CH:28][CH:27]=1)([O-:25])=[O:24]. The catalyst is CC#N. The product is [Br-:36].[OH:10][C:9]([C:17]1[CH:22]=[CH:21][CH:20]=[CH:19][CH:18]=1)([C:11]1[CH:12]=[CH:13][CH:14]=[CH:15][CH:16]=1)[C:4]12[CH2:5][CH2:6][N+:1]([CH2:35][CH2:34][CH2:33][O:32][C:29]3[CH:30]=[CH:31][C:26]([N+:23]([O-:25])=[O:24])=[CH:27][CH:28]=3)([CH2:2][CH2:3]1)[CH2:8][CH2:7]2. The yield is 0.670. (5) The reactants are [NH2:1][C:2]1[CH:10]=[CH:9][C:5]([C:6]([OH:8])=[O:7])=[CH:4][N:3]=1.S(=O)(=O)(O)O.[CH3:16]O. No catalyst specified. The product is [NH2:1][C:2]1[CH:10]=[CH:9][C:5]([C:6]([O:8][CH3:16])=[O:7])=[CH:4][N:3]=1. The yield is 0.300. (6) The reactants are [Br:1][C:2]1[CH:3]=[CH:4][CH:5]=[C:6]2[C:11]=1[CH2:10][C:9](=O)[CH2:8][CH2:7]2.[CH2:13]([NH2:16])[C:14]#[CH:15]. No catalyst specified. The product is [Br:1][C:2]1[C:11]2[C:10]3[CH:15]=[CH:14][CH:13]=[N:16][C:9]=3[CH2:8][CH2:7][C:6]=2[CH:5]=[CH:4][CH:3]=1. The yield is 0.490. (7) The reactants are C([O:8][CH2:9][C@@H:10]1[CH:14]([CH:15]([CH3:18])[CH2:16][OH:17])[O:13][C:12](=[O:19])[NH:11]1)C1C=CC=CC=1. The catalyst is CO.[Pd]. The product is [OH:8][CH2:9][C@@H:10]1[CH:14]([CH:15]([CH3:18])[CH2:16][OH:17])[O:13][C:12](=[O:19])[NH:11]1. The yield is 0.990. (8) The reactants are [C:1]([N:9]1[CH2:22][CH2:21][C:20]2[C:19]3[C:18]([C:23]4[CH:28]=[CH:27][CH:26]=[CH:25][C:24]=4[OH:29])=[CH:17][CH:16]=[CH:15][C:14]=3[NH:13][C:12]=2[CH2:11][CH2:10]1)(=[O:8])[C:2]1[CH:7]=[CH:6][CH:5]=[CH:4][CH:3]=1.I[CH2:31][CH2:32][CH3:33].C(OCC)(=O)C.CCCCCC. The catalyst is CC(C)=O. The product is [C:1]([N:9]1[CH2:22][CH2:21][C:20]2[C:19]3[C:18]([C:23]4[CH:28]=[CH:27][CH:26]=[CH:25][C:24]=4[O:29][CH2:31][CH2:32][CH3:33])=[CH:17][CH:16]=[CH:15][C:14]=3[NH:13][C:12]=2[CH2:11][CH2:10]1)(=[O:8])[C:2]1[CH:3]=[CH:4][CH:5]=[CH:6][CH:7]=1. The yield is 0.700. (9) The reactants are [Cl:1][C:2]1[CH:7]=[C:6]([Cl:8])[CH:5]=[CH:4][C:3]=1[C:9]1([OH:35])[C:17]2[C:12](=[CH:13][C:14]([C:22]#[N:23])=[CH:15][C:16]=2[C:18]([F:21])([F:20])[F:19])[N:11]([CH2:24][C@H:25]2[CH2:28][C@H:27]([N:29]([CH2:32][CH3:33])[CH2:30][CH3:31])[CH2:26]2)[C:10]1=[O:34].[OH-].[K+].C(OCC)(=[O:40])C.O. The catalyst is C(O)(C)(C)C. The product is [ClH:1].[Cl:1][C:2]1[CH:7]=[C:6]([Cl:8])[CH:5]=[CH:4][C:3]=1[C:9]1([OH:35])[C:17]2[C:12](=[CH:13][C:14]([C:22]([NH2:23])=[O:40])=[CH:15][C:16]=2[C:18]([F:21])([F:20])[F:19])[N:11]([CH2:24][C@H:25]2[CH2:28][C@H:27]([N:29]([CH2:30][CH3:31])[CH2:32][CH3:33])[CH2:26]2)[C:10]1=[O:34]. The yield is 0.970. (10) The reactants are [CH2:1]([CH:3]([C:6]1[C:11]2[N:12]([CH2:16][C:17]([O:19][CH2:20][CH3:21])=[O:18])[C:13](=[O:15])[NH:14][C:10]=2[CH:9]=[CH:8][CH:7]=1)[CH2:4][CH3:5])[CH3:2].N(C(C)(C)C#N)=NC(C)(C)C#N.[Cl:34]N1C(=O)CCC1=O. The catalyst is ClC1C=CC=CC=1. The product is [Cl:34][C:9]1[C:10]2[NH:14][C:13](=[O:15])[N:12]([CH2:16][C:17]([O:19][CH2:20][CH3:21])=[O:18])[C:11]=2[C:6]([CH:3]([CH2:4][CH3:5])[CH2:1][CH3:2])=[CH:7][CH:8]=1. The yield is 0.630.